This data is from Peptide-MHC class I binding affinity with 185,985 pairs from IEDB/IMGT. The task is: Regression. Given a peptide amino acid sequence and an MHC pseudo amino acid sequence, predict their binding affinity value. This is MHC class I binding data. (1) The peptide sequence is IVASVNMVSR. The MHC is HLA-A68:01 with pseudo-sequence HLA-A68:01. The binding affinity (normalized) is 0.823. (2) The peptide sequence is TWVLVGGVLA. The MHC is Patr-A0901 with pseudo-sequence Patr-A0901. The binding affinity (normalized) is 0.298. (3) The peptide sequence is LVLQAGFFLL. The MHC is HLA-A11:01 with pseudo-sequence HLA-A11:01. The binding affinity (normalized) is 0.133. (4) The peptide sequence is YMDDILIA. The MHC is Mamu-A11 with pseudo-sequence Mamu-A11. The binding affinity (normalized) is 0. (5) The peptide sequence is ATRAVMMGL. The MHC is HLA-A69:01 with pseudo-sequence HLA-A69:01. The binding affinity (normalized) is 0.278. (6) The peptide sequence is RLITANPVV. The MHC is HLA-A02:17 with pseudo-sequence HLA-A02:17. The binding affinity (normalized) is 0.422. (7) The peptide sequence is AYSSSEATTPV. The MHC is Patr-A0901 with pseudo-sequence Patr-A0901. The binding affinity (normalized) is 0.338. (8) The peptide sequence is SFIPIFYQF. The MHC is HLA-C15:02 with pseudo-sequence HLA-C15:02. The binding affinity (normalized) is 0.0847.